Dataset: Forward reaction prediction with 1.9M reactions from USPTO patents (1976-2016). Task: Predict the product of the given reaction. Given the reactants [F:1][C:2]1[CH:27]=[CH:26][C:5]([CH2:6][N:7]2[CH2:16][CH2:15][C:14]3[C:9](=[C:10]([O:23][CH3:24])[C:11](=[O:22])[N:12]([CH3:21])[C:13]=3[C:17]([O:19]C)=[O:18])[C:8]2=[O:25])=[CH:4][CH:3]=1.[Li+].[OH-], predict the reaction product. The product is: [F:1][C:2]1[CH:27]=[CH:26][C:5]([CH2:6][N:7]2[CH2:16][CH2:15][C:14]3[C:9](=[C:10]([O:23][CH3:24])[C:11](=[O:22])[N:12]([CH3:21])[C:13]=3[C:17]([OH:19])=[O:18])[C:8]2=[O:25])=[CH:4][CH:3]=1.